This data is from Full USPTO retrosynthesis dataset with 1.9M reactions from patents (1976-2016). The task is: Predict the reactants needed to synthesize the given product. (1) Given the product [Cl:1][C:2]1[CH:3]=[C:4]2[C:10](=[CH:11][CH:12]=1)[C:8](=[O:7])[N:24]([NH:23][CH3:22])[C:6]([C:13]([OH:15])=[O:14])=[C:5]2[C:16]1[CH:21]=[CH:20][CH:19]=[CH:18][CH:17]=1, predict the reactants needed to synthesize it. The reactants are: [Cl:1][C:2]1[CH:3]=[C:4]2[C:10](=[CH:11][CH:12]=1)[C:8](=O)[O:7][C:6]([C:13]([OH:15])=[O:14])=[C:5]2[C:16]1[CH:21]=[CH:20][CH:19]=[CH:18][CH:17]=1.[CH3:22][NH:23][NH2:24]. (2) Given the product [ClH:34].[CH2:52]([N:54]([CH2:58][CH3:59])[CH2:55][CH2:56][NH:57][C:4](=[O:5])[CH2:3][CH2:2][C:1]([O:8][CH:9]1[CH2:10][CH2:11][N:12]([C:15]2[S:16][C:17](/[CH:20]=[C:21](\[C:32]#[N:33])/[C:22]3[CH:27]=[CH:26][C:25]([O:28][CH3:29])=[C:24]([O:30][CH3:31])[CH:23]=3)=[CH:18][CH:19]=2)[CH2:13][CH2:14]1)=[O:7])[CH3:53], predict the reactants needed to synthesize it. The reactants are: [C:1]([O:8][CH:9]1[CH2:14][CH2:13][N:12]([C:15]2[S:16][C:17](/[CH:20]=[C:21](\[C:32]#[N:33])/[C:22]3[CH:27]=[CH:26][C:25]([O:28][CH3:29])=[C:24]([O:30][CH3:31])[CH:23]=3)=[CH:18][CH:19]=2)[CH2:11][CH2:10]1)(=[O:7])[CH2:2][CH2:3][C:4]([O-])=[O:5].[Cl:34]C1N=C(OC)N=C(OC)N=1.CN1CCOCC1.[CH2:52]([N:54]([CH2:58][CH3:59])[CH2:55][CH2:56][NH2:57])[CH3:53]. (3) Given the product [Br:22][C:23]1[CH:28]=[CH:27][C:26]([C:29]2[N:30]=[C:31]([N:34]3[C@@H:38]([CH2:39][CH3:40])[CH2:37][O:36][C:35]3=[O:41])[S:32][C:33]=2[F:21])=[CH:25][CH:24]=1, predict the reactants needed to synthesize it. The reactants are: [B-](F)(F)(F)F.[B-](F)(F)(F)F.C1[N+]2(CCl)CC[N+]([F:21])(CC2)C1.[Br:22][C:23]1[CH:28]=[CH:27][C:26]([C:29]2[N:30]=[C:31]([N:34]3[C@@H:38]([CH2:39][CH3:40])[CH2:37][O:36][C:35]3=[O:41])[S:32][CH:33]=2)=[CH:25][CH:24]=1. (4) Given the product [CH2:13]([O:11][C:10](=[O:12])[CH2:9][CH2:8][C:5]1[CH:4]=[CH:3][C:2]([OH:1])=[CH:7][CH:6]=1)[CH3:14], predict the reactants needed to synthesize it. The reactants are: [OH:1][C:2]1[CH:7]=[CH:6][C:5]([CH2:8][CH2:9][C:10]([OH:12])=[O:11])=[CH:4][CH:3]=1.[CH2:13](O)[CH3:14]. (5) Given the product [CH2:9]([O:11][C:12]([C:14]1([CH3:2])[CH2:23][CH2:22][C:17]2([O:18][CH2:19][CH2:20][O:21]2)[CH2:16][CH2:15]1)=[O:13])[CH3:10], predict the reactants needed to synthesize it. The reactants are: [Li+].[CH3:2]C([N-]C(C)C)C.[CH2:9]([O:11][C:12]([CH:14]1[CH2:23][CH2:22][C:17]2([O:21][CH2:20][CH2:19][O:18]2)[CH2:16][CH2:15]1)=[O:13])[CH3:10].CI. (6) Given the product [C:54]([O:53][C:51](=[O:52])[CH2:50][CH2:49][N:48]([CH2:58][C:59]([N:37]1[C:38]2[C:34](=[CH:33][C:32]([O:31][CH2:24][C:25]3[CH:26]=[CH:27][CH:28]=[CH:29][CH:30]=3)=[CH:40][CH:39]=2)[CH2:35][CH2:36]1)=[O:60])[C:46]([O:45][C:41]([CH3:43])([CH3:42])[CH3:44])=[O:47])([CH3:55])([CH3:57])[CH3:56], predict the reactants needed to synthesize it. The reactants are: CCN=C=NCCCN(C)C.Cl.C1C=CC2N(O)N=NC=2C=1.Cl.[CH2:24]([O:31][C:32]1[CH:33]=[C:34]2[C:38](=[CH:39][CH:40]=1)[NH:37][CH2:36][CH2:35]2)[C:25]1[CH:30]=[CH:29][CH:28]=[CH:27][CH:26]=1.[C:41]([O:45][C:46]([N:48]([CH2:58][C:59](O)=[O:60])[CH2:49][CH2:50][C:51]([O:53][C:54]([CH3:57])([CH3:56])[CH3:55])=[O:52])=[O:47])([CH3:44])([CH3:43])[CH3:42].